Dataset: Forward reaction prediction with 1.9M reactions from USPTO patents (1976-2016). Task: Predict the product of the given reaction. (1) Given the reactants [Cl:1][C:2]1[S:6][C:5]([CH2:7][N:8]2[C:16]3[C:11](=[CH:12][CH:13]=[CH:14][CH:15]=3)[C:10]([C:17]3[O:18][C:19]([C:22](OCC)=[O:23])=[CH:20][CH:21]=3)=[N:9]2)=[CH:4][CH:3]=1.[H-].[Al+3].[Li+].[H-].[H-].[H-], predict the reaction product. The product is: [Cl:1][C:2]1[S:6][C:5]([CH2:7][N:8]2[C:16]3[C:11](=[CH:12][CH:13]=[CH:14][CH:15]=3)[C:10]([C:17]3[O:18][C:19]([CH2:22][OH:23])=[CH:20][CH:21]=3)=[N:9]2)=[CH:4][CH:3]=1. (2) Given the reactants [CH2:1]([OH:4])[C:2]#[CH:3].[H-].[Na+].Cl[C:8]1[C:13]([O:14][CH3:15])=[CH:12][N:11]=[CH:10][N:9]=1.C(OCC)(=O)C, predict the reaction product. The product is: [CH3:15][O:14][C:13]1[C:8]([O:4][CH2:1][C:2]#[CH:3])=[N:9][CH:10]=[N:11][CH:12]=1. (3) The product is: [CH3:1][S:2]([O:43][CH2:42][C@:9]1([CH2:6][CH:7]=[CH2:8])[CH2:14][C@H:13]([C:15]2[CH:20]=[CH:19][CH:18]=[C:17]([Cl:21])[CH:16]=2)[C@@H:12]([C:22]2[CH:27]=[CH:26][C:25]([Cl:28])=[CH:24][CH:23]=2)[N:11]([C@@H:29]([CH2:39][CH3:40])[CH2:30][N:31]([CH3:38])[S:32]([CH:35]2[CH2:37][CH2:36]2)(=[O:33])=[O:34])[C:10]1=[O:41])(=[O:4])=[O:3]. Given the reactants [CH3:1][S:2](Cl)(=[O:4])=[O:3].[CH2:6]([C@@:9]1([CH2:42][OH:43])[CH2:14][C@H:13]([C:15]2[CH:20]=[CH:19][CH:18]=[C:17]([Cl:21])[CH:16]=2)[C@@H:12]([C:22]2[CH:27]=[CH:26][C:25]([Cl:28])=[CH:24][CH:23]=2)[N:11]([C@@H:29]([CH2:39][CH3:40])[CH2:30][N:31]([CH3:38])[S:32]([CH:35]2[CH2:37][CH2:36]2)(=[O:34])=[O:33])[C:10]1=[O:41])[CH:7]=[CH2:8].C(N(CC)CC)C, predict the reaction product. (4) Given the reactants C[O:2][C:3]1[C:12]2[C:7](=[CH:8][CH:9]=[CH:10][CH:11]=2)[C:6]([O:13]C)=[C:5]([F:15])[C:4]=1/[CH:16]=[C:17](\[CH3:21])/[C:18]([OH:20])=[O:19].BrC1C(=O)C2C(=CC=CC=2)C(=O)C=1/C=C(\C)/C(O)=O, predict the reaction product. The product is: [F:15][C:5]1[C:6](=[O:13])[C:7]2[C:12](=[CH:11][CH:10]=[CH:9][CH:8]=2)[C:3](=[O:2])[C:4]=1/[CH:16]=[C:17](\[CH3:21])/[C:18]([OH:20])=[O:19].